Dataset: Full USPTO retrosynthesis dataset with 1.9M reactions from patents (1976-2016). Task: Predict the reactants needed to synthesize the given product. (1) Given the product [F:49][C:32]1[CH:33]=[C:34]([N:37]2[CH2:42][CH2:41][N:40]([C:43](=[O:48])[CH2:44][CH2:45][CH2:46][CH3:47])[CH2:39][CH2:38]2)[CH:35]=[CH:36][C:31]=1[OH:30], predict the reactants needed to synthesize it. The reactants are: COC1C=CC(N2CCN(CCC3C=CC=CC=3)CC2)=CC=1.C([O:30][C:31]1[CH:36]=[CH:35][C:34]([N:37]2[CH2:42][CH2:41][N:40]([C:43](=[O:48])[CH2:44][CH2:45][CH2:46][CH3:47])[CH2:39][CH2:38]2)=[CH:33][C:32]=1[F:49])C1C=CC=CC=1. (2) Given the product [Si:7]([O:24][CH2:25][C:26]1[C:27](=[O:32])[N:28]([C:35]2[CH:36]=[CH:37][C:38]([N+:40]([O-:42])=[O:41])=[CH:39][C:34]=2[Cl:33])[CH:29]=[CH:30][CH:31]=1)([C:20]([CH3:23])([CH3:21])[CH3:22])([C:14]1[CH:19]=[CH:18][CH:17]=[CH:16][CH:15]=1)[C:8]1[CH:9]=[CH:10][CH:11]=[CH:12][CH:13]=1, predict the reactants needed to synthesize it. The reactants are: CC(C)([O-])C.[K+].[Si:7]([O:24][CH2:25][C:26]1[C:27](=[O:32])[NH:28][CH:29]=[CH:30][CH:31]=1)([C:20]([CH3:23])([CH3:22])[CH3:21])([C:14]1[CH:19]=[CH:18][CH:17]=[CH:16][CH:15]=1)[C:8]1[CH:13]=[CH:12][CH:11]=[CH:10][CH:9]=1.[Cl:33][C:34]1[CH:39]=[C:38]([N+:40]([O-:42])=[O:41])[CH:37]=[CH:36][C:35]=1F.O.